This data is from Full USPTO retrosynthesis dataset with 1.9M reactions from patents (1976-2016). The task is: Predict the reactants needed to synthesize the given product. (1) Given the product [CH2:31]([S:33]([N:6]1[CH2:5][C:4](=[CH:3][C:1]#[N:2])[CH2:7]1)(=[O:35])=[O:34])[CH3:32].[Cl:15][C:4]1([CH2:3][C:1]#[N:2])[CH2:5][N:6]([S:33]([CH2:31][CH3:32])(=[O:35])=[O:34])[CH2:7]1, predict the reactants needed to synthesize it. The reactants are: [C:1]([CH:3]=[C:4]1[CH2:7][N:6](C(OC(C)(C)C)=O)[CH2:5]1)#[N:2].[ClH:15].O1CCOCC1.C(N(C(C)C)CC)(C)C.[CH2:31]([S:33](Cl)(=[O:35])=[O:34])[CH3:32]. (2) Given the product [NH2:40][C:41]1[N:46]=[CH:45][C:44]([C:47]2[C@@:51]3([CH3:67])[CH2:52][CH2:53][C@H:54]4[C@H:63]([C@@H:50]3[CH2:49][CH:48]=2)[CH2:62][CH:61]=[C:60]2[C@:55]4([CH3:66])[CH2:56][CH2:57][C:58](=[O:65])[N:59]2[CH3:64])=[CH:43][N:42]=1, predict the reactants needed to synthesize it. The reactants are: COC1N=CC(C2[C@@]3(C)CC[C@H]4[C@H]([C@@H]3CC=2)CC=C2[C@]4(C)CCC(=O)N2C)=CC=1.NC1N=CC(B(O)O)=CN=1.[NH2:40][C:41]1[N:46]=[CH:45][C:44]([C:47]2[C:51]3([CH3:67])[CH2:52][CH2:53][CH:54]4[CH:63]([CH:50]3[CH2:49][CH:48]=2)[CH2:62][CH:61]=[C:60]2[C:55]4([CH3:66])[CH2:56][CH2:57][C:58](=[O:65])[N:59]2[CH3:64])=[CH:43][N:42]=1. (3) Given the product [Cl:25][C:9]1[C:10]([C:22]#[N:23])=[C:11]2[CH:20]=[CH:19][CH:18]=[C:17]3[C:12]2=[C:13]([CH:21]=1)[CH2:14][O:15][CH2:16]3, predict the reactants needed to synthesize it. The reactants are: N(OC(C)(C)C)=O.N[C:9]1[C:10]([C:22]#[N:23])=[C:11]2[CH:20]=[CH:19][CH:18]=[C:17]3[C:12]2=[C:13]([CH:21]=1)[CH2:14][O:15][CH2:16]3.C(Cl)[Cl:25]. (4) The reactants are: [C:1]([O:5][C:6]([N:8]1[CH2:13][CH:12]=[C:11]([O:14][Si](C)(C)C)[CH2:10][CH2:9]1)=[O:7])([CH3:4])([CH3:3])[CH3:2].N1C=CC=CC=1.[O-]S([C:29]([F:32])([F:31])[F:30])(=O)=O.[F:30][C:29](C1C2C3C=CC=CC=3[SH+]C=2C=CC=1)([F:32])[F:31]. Given the product [C:1]([O:5][C:6]([N:8]1[CH2:13][CH2:12][C:11](=[O:14])[CH:10]([C:29]([F:32])([F:31])[F:30])[CH2:9]1)=[O:7])([CH3:4])([CH3:3])[CH3:2], predict the reactants needed to synthesize it. (5) Given the product [C:32]([O:31][C:29](=[O:30])[N:20]([CH2:19][C:16]1[CH:17]=[CH:18][C:4]2[N:3]([CH2:1][CH3:2])[C:9](=[O:10])[C:8]([CH3:11])([CH3:12])[C:7](=[O:13])[N:6]([CH3:14])[C:5]=2[CH:15]=1)[CH2:21][C:22]1[C:23]([CH3:28])=[N:24][CH:25]=[CH:26][CH:27]=1)([CH3:35])([CH3:34])[CH3:33], predict the reactants needed to synthesize it. The reactants are: [CH2:1]([N:3]1[C:9](=[O:10])[C:8]([CH3:12])([CH3:11])[C:7](=[O:13])[N:6]([CH3:14])[C:5]2[CH:15]=[C:16]([CH2:19][NH:20][CH2:21][C:22]3[C:23]([CH3:28])=[N:24][CH:25]=[CH:26][CH:27]=3)[CH:17]=[CH:18][C:4]1=2)[CH3:2].[C:29](O[C:29]([O:31][C:32]([CH3:35])([CH3:34])[CH3:33])=[O:30])([O:31][C:32]([CH3:35])([CH3:34])[CH3:33])=[O:30]. (6) Given the product [CH:1]1([CH2:4][N:5]([CH2:18][CH2:19][CH3:20])[C:6]2[CH:13]=[CH:12][C:11]([C:14]([F:15])([F:16])[F:17])=[CH:10][C:7]=2[CH:8]([OH:9])[CH3:21])[CH2:3][CH2:2]1, predict the reactants needed to synthesize it. The reactants are: [CH:1]1([CH2:4][N:5]([CH2:18][CH2:19][CH3:20])[C:6]2[CH:13]=[CH:12][C:11]([C:14]([F:17])([F:16])[F:15])=[CH:10][C:7]=2[CH:8]=[O:9])[CH2:3][CH2:2]1.[CH3:21][Mg]Br. (7) Given the product [CH3:3][O:4][C:5](=[O:6])[CH:7]=[C:24]1[CH2:25][CH2:26][N:21]([C:19]([O:18][C:14]([CH3:17])([CH3:16])[CH3:15])=[O:20])[CH2:22][CH2:23]1, predict the reactants needed to synthesize it. The reactants are: [H-].[Na+].[CH3:3][O:4][C:5]([CH2:7]P(OC)(OC)=O)=[O:6].[C:14]([O:18][C:19]([N:21]1[CH2:26][CH2:25][C:24](=O)[CH2:23][CH2:22]1)=[O:20])([CH3:17])([CH3:16])[CH3:15].